From a dataset of Reaction yield outcomes from USPTO patents with 853,638 reactions. Predict the reaction yield, written as a fraction of the theoretical maximum amount of product (1.0 means a 100% yield; for example, 0.34 means a 34% yield). (1) The reactants are [CH3:1][C:2]1[CH:7]=[CH:6][N:5]2[C:8]([C:11]3[CH:20]=[CH:19][C:18]4[C:13](=[C:14]([OH:21])[CH:15]=[CH:16][CH:17]=4)[N:12]=3)=[N:9][N:10]=[C:4]2[CH:3]=1.[C:22]([O:26][C:27]([N:29]1[CH2:36][CH2:35][C:32]2([O:34][CH2:33]2)[CH2:31][CH2:30]1)=[O:28])([CH3:25])([CH3:24])[CH3:23].C(=O)([O-])[O-].[Cs+].[Cs+]. The catalyst is CC(N(C)C)=O. The product is [OH:34][C:32]1([CH2:33][O:21][C:14]2[CH:15]=[CH:16][CH:17]=[C:18]3[C:13]=2[N:12]=[C:11]([C:8]2[N:5]4[CH:6]=[CH:7][C:2]([CH3:1])=[CH:3][C:4]4=[N:10][N:9]=2)[CH:20]=[CH:19]3)[CH2:31][CH2:30][N:29]([C:27]([O:26][C:22]([CH3:25])([CH3:24])[CH3:23])=[O:28])[CH2:36][CH2:35]1. The yield is 0.480. (2) The reactants are [CH2:1]([C:4]1[NH:8][C:7]([CH:9]=[O:10])=[CH:6][CH:5]=1)[CH2:2][CH3:3].Br[CH2:12][C:13]1[CH:18]=[CH:17][C:16]([C:19]2[CH:24]=[CH:23][CH:22]=[CH:21][C:20]=2[C:25]2[N:29]([C:30]([C:43]3[CH:48]=[CH:47][CH:46]=[CH:45][CH:44]=3)([C:37]3[CH:42]=[CH:41][CH:40]=[CH:39][CH:38]=3)[C:31]3[CH:36]=[CH:35][CH:34]=[CH:33][CH:32]=3)[N:28]=[N:27][N:26]=2)=[CH:15][CH:14]=1. No catalyst specified. The product is [CH2:1]([C:4]1[N:8]([CH2:12][C:13]2[CH:14]=[CH:15][C:16]([C:19]3[CH:24]=[CH:23][CH:22]=[CH:21][C:20]=3[C:25]3[N:29]([C:30]([C:43]4[CH:48]=[CH:47][CH:46]=[CH:45][CH:44]=4)([C:37]4[CH:38]=[CH:39][CH:40]=[CH:41][CH:42]=4)[C:31]4[CH:36]=[CH:35][CH:34]=[CH:33][CH:32]=4)[N:28]=[N:27][N:26]=3)=[CH:17][CH:18]=2)[C:7]([CH:9]=[O:10])=[CH:6][CH:5]=1)[CH2:2][CH3:3]. The yield is 0.780. (3) The reactants are [Cl:1][C:2]1[CH:27]=[CH:26][C:5]([CH2:6][N:7]2[C:15]3[C:10](=[CH:11][CH:12]=[CH:13][CH:14]=3)[C:9]([C:16]([C:18]3[NH:22][C:21]([C:23]([OH:25])=[O:24])=[CH:20][N:19]=3)=[O:17])=[CH:8]2)=[CH:4][CH:3]=1.S(=O)(=O)(O)O.[CH3:33]O. The catalyst is C(OCC)(=O)C.CCCCCC. The product is [CH3:33][O:24][C:23]([C:21]1[NH:22][C:18]([C:16]([C:9]2[C:10]3[C:15](=[CH:14][CH:13]=[CH:12][CH:11]=3)[N:7]([CH2:6][C:5]3[CH:26]=[CH:27][C:2]([Cl:1])=[CH:3][CH:4]=3)[CH:8]=2)=[O:17])=[N:19][CH:20]=1)=[O:25]. The yield is 0.890. (4) The reactants are [CH2:1]([O:5][C:6]1[C:10]([C:11](O)=[O:12])=[C:9]([CH3:14])[O:8][N:7]=1)[CH:2]([CH3:4])[CH3:3].C(N(CC)CC)C.ClC(OCC)=O.[BH4-].[Na+]. The catalyst is O1CCCC1.O. The product is [CH2:1]([O:5][C:6]1[C:10]([CH2:11][OH:12])=[C:9]([CH3:14])[O:8][N:7]=1)[CH:2]([CH3:4])[CH3:3]. The yield is 0.820. (5) The reactants are [OH-].[Li+].[CH3:3][C:4]1[CH:5]=[C:6]([CH:11]=[CH:12][C:13]=1[N:14]1[CH2:19][CH2:18][O:17][CH2:16][CH2:15]1)[C:7]([O:9]C)=[O:8]. The catalyst is C1COCC1.O. The product is [CH3:3][C:4]1[CH:5]=[C:6]([CH:11]=[CH:12][C:13]=1[N:14]1[CH2:15][CH2:16][O:17][CH2:18][CH2:19]1)[C:7]([OH:9])=[O:8]. The yield is 0.970. (6) The reactants are [ClH:1].[CH3:2][O:3][C:4]1[CH:5]=[C:6]([CH:11]=[CH:12][C:13]=1[C:14]1[O:18][C:17]([CH3:19])=[N:16][CH:15]=1)[C:7]([NH:9][NH2:10])=[O:8].Cl[CH2:21][CH2:22][CH2:23][CH:24]([C:28]1[CH:33]=[CH:32][C:31]([F:34])=[C:30]([O:35][C:36]([F:39])([F:38])[F:37])[CH:29]=1)[C:25]([OH:27])=O.[CH2:40](N(CC)CC)C.CCOC(OC(OCC)=O)=O. The catalyst is CN(C=O)C.O. The product is [Cl:1][CH2:40][CH2:21][CH2:22][CH2:23][CH:24]([C:28]1[CH:33]=[CH:32][C:31]([F:34])=[C:30]([O:35][C:36]([F:39])([F:38])[F:37])[CH:29]=1)[C:25]([NH:10][NH:9][C:7](=[O:8])[C:6]1[CH:11]=[CH:12][C:13]([C:14]2[O:18][C:17]([CH3:19])=[N:16][CH:15]=2)=[C:4]([O:3][CH3:2])[CH:5]=1)=[O:27]. The yield is 0.440. (7) The reactants are [CH:1]([C:3]1[NH:7][C:6]([CH3:8])=[C:5]([C:9]([OH:11])=[O:10])[C:4]=1[CH3:12])=O.[F:13][C:14]1[CH:15]=[C:16]2[C:20](=[CH:21][CH:22]=1)[NH:19][C:18](=[O:23])[CH2:17]2.C(O)C.N1CCCC1. The catalyst is C(O)(=O)C. The product is [F:13][C:14]1[CH:15]=[C:16]2[C:20](=[CH:21][CH:22]=1)[NH:19][C:18](=[O:23])/[C:17]/2=[CH:1]\[C:3]1[NH:7][C:6]([CH3:8])=[C:5]([C:9]([OH:11])=[O:10])[C:4]=1[CH3:12]. The yield is 0.790. (8) The reactants are [CH3:1][O:2][C:3]1[CH:8]=[CH:7][CH:6]=[CH:5][C:4]=1[C:9]1[N:10]=[N:11][N:12]([CH3:18])[C:13]=1[C:14]([O:16]C)=[O:15].[OH-].[Na+]. The catalyst is CO. The product is [CH3:1][O:2][C:3]1[CH:8]=[CH:7][CH:6]=[CH:5][C:4]=1[C:9]1[N:10]=[N:11][N:12]([CH3:18])[C:13]=1[C:14]([OH:16])=[O:15]. The yield is 0.950.